This data is from Forward reaction prediction with 1.9M reactions from USPTO patents (1976-2016). The task is: Predict the product of the given reaction. (1) Given the reactants C[O:2][C:3]1[CH:4]=[C:5]2[C:10](=[CH:11][CH:12]=1)[N:9]=[CH:8][CH:7]=[C:6]2[S:13][C:14]1([C:18]([O:20][CH2:21][CH3:22])=[O:19])[CH2:17][CH2:16][CH2:15]1.B(Br)(Br)Br.O.C(=O)(O)[O-].[Na+], predict the reaction product. The product is: [OH:2][C:3]1[CH:4]=[C:5]2[C:10](=[CH:11][CH:12]=1)[N:9]=[CH:8][CH:7]=[C:6]2[S:13][C:14]1([C:18]([O:20][CH2:21][CH3:22])=[O:19])[CH2:15][CH2:16][CH2:17]1. (2) Given the reactants [CH3:1][N:2]1[C:10]2[C:5](=[CH:6][CH:7]=[CH:8][CH:9]=2)[CH:4]=[C:3]1[C:11]1[CH:12]=[C:13]([C:17]2[CH:18]=[C:19]3[C:24](=[N:25][CH:26]=2)[NH:23][CH2:22][CH2:21][CH2:20]3)[CH:14]=[N:15][CH:16]=1.[C:27]([N:35]=C=O)(=[O:34])C1C=CC=CC=1.C([O-])([O-])=O.[K+].[K+], predict the reaction product. The product is: [CH3:1][N:2]1[C:10]2[C:5](=[CH:6][CH:7]=[CH:8][CH:9]=2)[CH:4]=[C:3]1[C:11]1[CH:12]=[C:13]([C:17]2[CH:18]=[C:19]3[C:24](=[N:25][CH:26]=2)[N:23]([C:27]([NH2:35])=[O:34])[CH2:22][CH2:21][CH2:20]3)[CH:14]=[N:15][CH:16]=1. (3) Given the reactants [O:1]1[C:6]2[CH:7]=[CH:8][C:9]([CH2:11][N:12]([CH:20]3[CH2:25][CH2:24][N:23]([CH2:26][CH2:27][N:28]4[C:37]5[C:32](=[C:33]([NH:38][C:39]([CH3:41])=[O:40])[CH:34]=[CH:35][CH:36]=5)[CH:31]=[CH:30][C:29]4=[O:42])[CH2:22][CH2:21]3)C(=O)OC(C)(C)C)=[CH:10][C:5]=2[O:4][CH2:3][CH2:2]1.[ClH:43].O1CCOCC1, predict the reaction product. The product is: [ClH:43].[O:1]1[C:6]2[CH:7]=[CH:8][C:9]([CH2:11][NH:12][CH:20]3[CH2:25][CH2:24][N:23]([CH2:26][CH2:27][N:28]4[C:37]5[C:32](=[C:33]([NH:38][C:39]([CH3:41])=[O:40])[CH:34]=[CH:35][CH:36]=5)[CH:31]=[CH:30][C:29]4=[O:42])[CH2:22][CH2:21]3)=[CH:10][C:5]=2[O:4][CH2:3][CH2:2]1. (4) Given the reactants [C:1]1([C:7]2[N:12]=[C:11]([C:13](=O)[CH3:14])[CH:10]=[CH:9][C:8]=2[C:16]2[CH:21]=[CH:20][C:19]([C:22]([F:25])([F:24])[F:23])=[CH:18][CH:17]=2)[CH:6]=[CH:5][CH:4]=[CH:3][CH:2]=1.[NH2:26][O:27][CH3:28].Cl.N1C=CC=CC=1, predict the reaction product. The product is: [CH3:28][O:27][N:26]=[C:13]([C:11]1[CH:10]=[CH:9][C:8]([C:16]2[CH:17]=[CH:18][C:19]([C:22]([F:24])([F:25])[F:23])=[CH:20][CH:21]=2)=[C:7]([C:1]2[CH:6]=[CH:5][CH:4]=[CH:3][CH:2]=2)[N:12]=1)[CH3:14]. (5) Given the reactants [C:1]([CH2:3][S:4][C@H:5]1[CH2:9][O:8][CH2:7][C@@H:6]1[C@:10]([NH:19]C(=O)C(F)(F)F)([C:12]1[CH:17]=[CH:16][CH:15]=[CH:14][C:13]=1[F:18])[CH3:11])#[N:2].[BH4-].[Na+], predict the reaction product. The product is: [NH2:19][C@@:10]([C@H:6]1[CH2:7][O:8][CH2:9][C@@H:5]1[S:4][CH2:3][C:1]#[N:2])([C:12]1[CH:17]=[CH:16][CH:15]=[CH:14][C:13]=1[F:18])[CH3:11]. (6) Given the reactants Cl[C:2]1[C:11]2[C:6](=[CH:7][CH:8]=[CH:9][CH:10]=2)[CH:5]=[C:4]([NH:12][C:13]2[CH:17]=[C:16]([CH3:18])[NH:15][N:14]=2)[N:3]=1.C[N:20]1[CH:24]=[C:23](B(O)O)[CH:22]=[N:21]1, predict the reaction product. The product is: [CH3:18][C:16]1[NH:15][N:14]=[C:13]([NH:12][C:4]2[N:3]=[C:2]([C:23]3[CH:24]=[N:20][NH:21][CH:22]=3)[C:11]3[C:6]([CH:5]=2)=[CH:7][CH:8]=[CH:9][CH:10]=3)[CH:17]=1. (7) Given the reactants [CH:1]1([CH2:7][N:8]2[CH:12]=[CH:11][C:10]([S:13]([CH2:16][CH:17]3[CH2:19][CH2:18]3)(=[O:15])=[O:14])=[C:9]2[CH3:20])[CH2:6][CH2:5][CH2:4][CH2:3][CH2:2]1.C1C(=O)N([Br:28])C(=O)C1, predict the reaction product. The product is: [Br:28][C:12]1[N:8]([CH2:7][CH:1]2[CH2:2][CH2:3][CH2:4][CH2:5][CH2:6]2)[C:9]([CH3:20])=[C:10]([S:13]([CH2:16][CH:17]2[CH2:18][CH2:19]2)(=[O:15])=[O:14])[CH:11]=1.